This data is from Catalyst prediction with 721,799 reactions and 888 catalyst types from USPTO. The task is: Predict which catalyst facilitates the given reaction. (1) Reactant: [N:1]1[CH:6]=[CH:5][CH:4]=[CH:3][C:2]=1[C:7]1[S:11][C:10]([S:12](Cl)(=[O:14])=[O:13])=[CH:9][CH:8]=1.[CH2:16]([C@H:23]([NH2:41])[C:24]([N:26]1[CH2:31][CH2:30][CH:29]([O:32][C:33]2[CH:38]=[CH:37][C:36]([F:39])=[C:35]([F:40])[CH:34]=2)[CH2:28][CH2:27]1)=[O:25])[C:17]1[CH:22]=[CH:21][CH:20]=[CH:19][CH:18]=1. Product: [CH2:16]([C@H:23]([NH:41][S:12]([C:10]1[S:11][C:7]([C:2]2[CH:3]=[CH:4][CH:5]=[CH:6][N:1]=2)=[CH:8][CH:9]=1)(=[O:14])=[O:13])[C:24]([N:26]1[CH2:27][CH2:28][CH:29]([O:32][C:33]2[CH:38]=[CH:37][C:36]([F:39])=[C:35]([F:40])[CH:34]=2)[CH2:30][CH2:31]1)=[O:25])[C:17]1[CH:22]=[CH:21][CH:20]=[CH:19][CH:18]=1. The catalyst class is: 2. (2) Reactant: [Cl:1][C:2]1[CH:7]=[C:6]([N:8]2[C:12]3=[N:13][CH:14]=[CH:15][CH:16]=[C:11]3[N:10]=[CH:9]2)[CH:5]=[C:4]([Cl:17])[C:3]=1[CH2:18][C:19]([OH:21])=O.[CH3:22][N:23]1[CH2:28][CH2:27][N:26]([CH2:29][C:30]2[CH:35]=[CH:34][C:33]([NH2:36])=[CH:32][C:31]=2[C:37]([F:40])([F:39])[F:38])[CH2:25][CH2:24]1. Product: [Cl:1][C:2]1[CH:7]=[C:6]([N:8]2[C:12]3=[N:13][CH:14]=[CH:15][CH:16]=[C:11]3[N:10]=[CH:9]2)[CH:5]=[C:4]([Cl:17])[C:3]=1[CH2:18][C:19]([NH:36][C:33]1[CH:34]=[CH:35][C:30]([CH2:29][N:26]2[CH2:25][CH2:24][N:23]([CH3:22])[CH2:28][CH2:27]2)=[C:31]([C:37]([F:40])([F:39])[F:38])[CH:32]=1)=[O:21]. The catalyst class is: 2. (3) Reactant: C[Si](C)(C)CCOC[N:7]1[CH:11]=[CH:10][C:9]([C:12]2[C:13]3[NH:21][N:20]=[N:19][C:14]=3[N:15]=[C:16]([NH2:18])[N:17]=2)=[N:8]1. Product: [NH:7]1[CH:11]=[CH:10][C:9]([C:12]2[C:13]3[NH:21][N:20]=[N:19][C:14]=3[N:15]=[C:16]([NH2:18])[N:17]=2)=[N:8]1. The catalyst class is: 71. (4) Reactant: Cl[CH:2]([C:16]1[CH:21]=[CH:20][CH:19]=[CH:18][CH:17]=1)[C:3]([NH:5][C:6]1[CH:11]=[CH:10][CH:9]=[C:8]([CH:12]([CH3:14])[CH3:13])[C:7]=1[OH:15])=[O:4].C(=O)([O-])[O-].[K+].[K+].Cl.O. Product: [CH:12]([C:8]1[C:7]2[O:15][CH:2]([C:16]3[CH:21]=[CH:20][CH:19]=[CH:18][CH:17]=3)[C:3](=[O:4])[NH:5][C:6]=2[CH:11]=[CH:10][CH:9]=1)([CH3:14])[CH3:13]. The catalyst class is: 9. (5) Reactant: [CH3:1][NH:2][CH:3]([CH3:12])[CH2:4][CH2:5][C:6]1[CH:11]=[CH:10][CH:9]=[CH:8][CH:7]=1.[F:13][C:14]([F:25])([F:24])[C:15](O[C:15](=[O:16])[C:14]([F:25])([F:24])[F:13])=[O:16].[N:26]1C=CC=CC=1. Product: [CH3:1][NH:2][CH:3]([CH3:12])[CH2:4][CH2:5][C:6]1[CH:11]=[CH:10][CH:9]=[CH:8][CH:7]=1.[C:15]([NH2:26])([C:14]([F:25])([F:24])[F:13])=[O:16]. The catalyst class is: 10.